Dataset: Full USPTO retrosynthesis dataset with 1.9M reactions from patents (1976-2016). Task: Predict the reactants needed to synthesize the given product. (1) Given the product [CH2:22]([N:24]([CH2:28][CH3:29])[CH2:25][CH2:26][NH:27][C:9](=[O:10])[C:8]([C:3]1[NH:4][C:5]([CH3:7])=[CH:6][C:2]=1[CH3:1])=[C:12]1[C:20]2[C:15](=[CH:16][CH:17]=[CH:18][CH:19]=2)[NH:14][C:13]1=[O:21])[CH3:23], predict the reactants needed to synthesize it. The reactants are: [CH3:1][C:2]1[CH:6]=[C:5]([CH3:7])[NH:4][C:3]=1[C:8](=[C:12]1[C:20]2[C:15](=[CH:16][CH:17]=[CH:18][CH:19]=2)[NH:14][C:13]1=[O:21])[C:9](O)=[O:10].[CH2:22]([N:24]([CH2:28][CH3:29])[CH2:25][CH2:26][NH2:27])[CH3:23]. (2) Given the product [F:34][C:35]([F:46])([F:45])[C:36]([NH:24][CH2:23][C@@H:13]1[C@@H:12]([C@@:8]2([CH3:11])[CH2:9][CH2:10][C@H:5]([OH:4])[CH2:6][C@@H:7]2[CH2:25][OH:26])[CH2:20][CH2:19][C@@:18]2([CH3:21])[C@H:14]1[CH2:15][CH2:16][C:17]2=[CH2:22])=[O:37], predict the reactants needed to synthesize it. The reactants are: C([O:4][C@H:5]1[CH2:10][CH2:9][C@@:8]([C@H:12]2[CH2:20][CH2:19][C@@:18]3([CH3:21])[C@@H:14]([CH2:15][CH2:16][C:17]3=[CH2:22])[C@@H:13]2[CH2:23][NH2:24])([CH3:11])[C@@H:7]([CH2:25][OH:26])[CH2:6]1)(=O)C.CCN(CC)CC.[F:34][C:35]([F:46])([F:45])[C:36](O[C:36](=[O:37])[C:35]([F:46])([F:45])[F:34])=[O:37]. (3) Given the product [N:53]1[CH:47]=[CH:48][CH:49]=[C:50]([CH2:22][O:21][CH2:2][C:3]2[CH:4]=[C:5]([N:9]3[C:13]4[CH:14]=[CH:15][C:16]([CH:18]=[N:19][OH:20])=[CH:17][C:12]=4[N:11]=[CH:10]3)[CH:6]=[CH:7][CH:8]=2)[CH:52]=1, predict the reactants needed to synthesize it. The reactants are: C[CH:2]([O:21][CH2:22]C1NC=CN=1)[C:3]1[CH:4]=[C:5]([N:9]2[C:13]3[CH:14]=[CH:15][C:16]([CH:18]=[N:19][OH:20])=[CH:17][C:12]=3[N:11]=[CH:10]2)[CH:6]=[CH:7][CH:8]=1.CN1C(COCC2C=C(N3[C:47]4[CH:48]=[CH:49][C:50]([CH:52]=[N:53]O)=CC=4N=C3)C=CC=2)=NC=N1.CON.CN1C(COCC2C=C(N3C4C=CC(C=NO)=CC=4N=C3)C=CC=2)=CC=N1.S1C=CN=C1COCC1C=C(N2C3C=CC(C=NO)=CC=3N=C2)C=CC=1. (4) Given the product [Br:8][C:9]1[C:10]([NH:29][C:1](=[O:6])[C:2]([CH3:5])([CH3:4])[CH3:3])=[N:11][CH:12]=[C:13]([CH:15]2[CH2:20][CH2:19][CH2:18][CH:17]([O:21][Si:22]([C:25]([CH3:27])([CH3:26])[CH3:28])([CH3:23])[CH3:24])[CH2:16]2)[N:14]=1, predict the reactants needed to synthesize it. The reactants are: [C:1](Cl)(=[O:6])[C:2]([CH3:5])([CH3:4])[CH3:3].[Br:8][C:9]1[C:10]([NH2:29])=[N:11][CH:12]=[C:13]([C@@H:15]2[CH2:20][CH2:19][CH2:18][C@H:17]([O:21][Si:22]([C:25]([CH3:28])([CH3:27])[CH3:26])([CH3:24])[CH3:23])[CH2:16]2)[N:14]=1.CCOC(C)=O.C([O-])(O)=O.[Na+].